Dataset: Full USPTO retrosynthesis dataset with 1.9M reactions from patents (1976-2016). Task: Predict the reactants needed to synthesize the given product. (1) Given the product [C:12]([O:11][C:9]([NH:16][C:17]1[S:18][CH:19]=[C:20]([CH2:22][C:23]([O:25][CH3:26])=[O:24])[N:21]=1)=[O:10])([CH3:13])([CH3:14])[CH3:15], predict the reactants needed to synthesize it. The reactants are: [C:9](O[C:9]([O:11][C:12]([CH3:15])([CH3:14])[CH3:13])=[O:10])([O:11][C:12]([CH3:15])([CH3:14])[CH3:13])=[O:10].[NH2:16][C:17]1[S:18][CH:19]=[C:20]([CH2:22][C:23]([O:25][CH3:26])=[O:24])[N:21]=1. (2) Given the product [CH2:1]([C:8]1[N:9]=[C:10]2[C:15]([CH2:16][C:17]3[CH:22]=[CH:21][CH:20]=[CH:19][CH:18]=3)=[N:14][C:13]([C:23]3[CH:28]=[CH:27][CH:26]=[CH:25][CH:24]=3)=[CH:12][N:11]2[C:29]=1[O:30][CH3:31])[C:2]1[CH:7]=[CH:6][CH:5]=[CH:4][CH:3]=1, predict the reactants needed to synthesize it. The reactants are: [CH2:1]([C:8]1[C:29](=[O:30])[N:11]2[CH:12]=[C:13]([C:23]3[CH:28]=[CH:27][CH:26]=[CH:25][CH:24]=3)[NH:14][C:15]([CH2:16][C:17]3[CH:22]=[CH:21][CH:20]=[CH:19][CH:18]=3)=[C:10]2[N:9]=1)[C:2]1[CH:7]=[CH:6][CH:5]=[CH:4][CH:3]=1.[CH:31](N(C(C)C)CC)(C)C.CI. (3) The reactants are: [C:1]1([OH:7])[CH:6]=[CH:5][CH:4]=[CH:3][CH:2]=1.[C:8](=[O:13])(OC)[O:9][CH3:10].[C:14]1(O)[CH:19]=[CH:18]C=[CH:16][CH:15]=1.C(=O)(OC)OC. Given the product [C:8](=[O:13])([O:9][C:10]1[CH:18]=[CH:19][CH:14]=[CH:15][CH:16]=1)[O:7][C:1]1[CH:6]=[CH:5][CH:4]=[CH:3][CH:2]=1, predict the reactants needed to synthesize it.